Dataset: Forward reaction prediction with 1.9M reactions from USPTO patents (1976-2016). Task: Predict the product of the given reaction. Given the reactants [CH3:16][C:11]1([CH3:17])[C:12]([CH3:15])([CH3:14])[O:13][B:9]([B:9]2[O:13][C:12]([CH3:15])([CH3:14])[C:11]([CH3:17])([CH3:16])[O:10]2)[O:10]1.C([O-])(=O)C.[K+].Br[C:25]1[CH:30]=[CH:29][C:28]([CH2:31][C:32]([O:34][CH3:35])=[O:33])=[CH:27][CH:26]=1.C(OCC)(=O)C, predict the reaction product. The product is: [CH3:35][O:34][C:32](=[O:33])[CH2:31][C:28]1[CH:27]=[CH:26][C:25]([B:9]2[O:10][C:11]([CH3:16])([CH3:17])[C:12]([CH3:14])([CH3:15])[O:13]2)=[CH:30][CH:29]=1.